Task: Regression. Given a peptide amino acid sequence and an MHC pseudo amino acid sequence, predict their binding affinity value. This is MHC class I binding data.. Dataset: Peptide-MHC class I binding affinity with 185,985 pairs from IEDB/IMGT (1) The peptide sequence is FLKPEETFV. The MHC is HLA-A02:03 with pseudo-sequence HLA-A02:03. The binding affinity (normalized) is 1.00. (2) The peptide sequence is ETTNWLWAF. The MHC is HLA-A26:01 with pseudo-sequence HLA-A26:01. The binding affinity (normalized) is 0.941. (3) The MHC is HLA-A01:01 with pseudo-sequence HLA-A01:01. The peptide sequence is ITTFFTFAY. The binding affinity (normalized) is 0.543. (4) The peptide sequence is LAALFMYYAK. The MHC is HLA-A68:01 with pseudo-sequence HLA-A68:01. The binding affinity (normalized) is 0.814. (5) The peptide sequence is HFFLFLLYI. The MHC is HLA-A23:01 with pseudo-sequence HLA-A23:01. The binding affinity (normalized) is 0.149.